Dataset: Reaction yield outcomes from USPTO patents with 853,638 reactions. Task: Predict the reaction yield, written as a fraction of the theoretical maximum amount of product (1.0 means a 100% yield; for example, 0.34 means a 34% yield). (1) The reactants are [F:1][C:2]([F:35])([F:34])[C:3]([NH:5][C@@H:6]([CH3:33])[C@H:7]([O:16][C:17]1[CH:18]=[C:19]2[C:23](=[CH:24][CH:25]=1)[N:22]([C:26]1[CH:31]=[CH:30][C:29]([F:32])=[CH:28][CH:27]=1)[N:21]=[CH:20]2)[C:8]1[CH:13]=[CH:12][CH:11]=[C:10]([O:14]C)[CH:9]=1)=[O:4].[Cl-].[Al+3].[Cl-].[Cl-]. The catalyst is CC1C=CC=CC=1. The product is [F:34][C:2]([F:1])([F:35])[C:3]([NH:5][C@@H:6]([CH3:33])[C@H:7]([O:16][C:17]1[CH:18]=[C:19]2[C:23](=[CH:24][CH:25]=1)[N:22]([C:26]1[CH:27]=[CH:28][C:29]([F:32])=[CH:30][CH:31]=1)[N:21]=[CH:20]2)[C:8]1[CH:13]=[CH:12][CH:11]=[C:10]([OH:14])[CH:9]=1)=[O:4]. The yield is 0.420. (2) The reactants are [NH:1]1[CH:5]=[C:4]([C:6]2[C:7]([C:12]3[CH:17]=[CH:16][CH:15]=[CH:14][CH:13]=3)=[N:8][O:9][C:10]=2[CH3:11])[N:3]=[CH:2]1.[F:18][C:19]([F:30])([F:29])[C:20]1[CH:21]=[C:22](B(O)O)[CH:23]=[CH:24][CH:25]=1. No catalyst specified. The product is [CH3:11][C:10]1[O:9][N:8]=[C:7]([C:12]2[CH:13]=[CH:14][CH:15]=[CH:16][CH:17]=2)[C:6]=1[C:4]1[N:3]=[CH:2][N:1]([C:24]2[CH:23]=[CH:22][CH:21]=[C:20]([C:19]([F:30])([F:29])[F:18])[CH:25]=2)[CH:5]=1. The yield is 0.300. (3) The reactants are [N:1]1[C:9]2[CH:8]=[CH:7][N:6]=[CH:5][C:4]=2[NH:3][C:2]=1[C:10]1[C:18]2[C:13](=[N:14][CH:15]=[C:16]([C:19]3[CH:20]=[N:21][CH:22]=[CH:23][C:24]=3[CH3:25])[CH:17]=2)[N:12](C2CCCCO2)[N:11]=1.C([SiH](CC)CC)C.C(O)(C(F)(F)F)=O. The catalyst is C(Cl)Cl. The product is [N:1]1[C:9]2[CH:8]=[CH:7][N:6]=[CH:5][C:4]=2[NH:3][C:2]=1[C:10]1[C:18]2[C:13](=[N:14][CH:15]=[C:16]([C:19]3[CH:20]=[N:21][CH:22]=[CH:23][C:24]=3[CH3:25])[CH:17]=2)[NH:12][N:11]=1. The yield is 0.430.